This data is from Reaction yield outcomes from USPTO patents with 853,638 reactions. The task is: Predict the reaction yield, written as a fraction of the theoretical maximum amount of product (1.0 means a 100% yield; for example, 0.34 means a 34% yield). (1) The catalyst is C(#N)C.O. The reactants are [CH3:1][CH:2]([N:19]1[CH:23]=[C:22]([C:24]2[C:25]3[CH:32]=[CH:31][N:30](COCC[Si](C)(C)C)[C:26]=3[N:27]=[CH:28][N:29]=2)[CH:21]=[N:20]1)[CH2:3][N:4]1[CH2:9][CH2:8][N:7]([S:10]([C:13]2[CH:17]=[CH:16][N:15]([CH3:18])[N:14]=2)(=[O:12])=[O:11])[CH2:6][CH2:5]1.F[B-](F)(F)F.[Li+].[OH-].[NH4+]. The product is [CH3:1][CH:2]([N:19]1[CH:23]=[C:22]([C:24]2[C:25]3[CH:32]=[CH:31][NH:30][C:26]=3[N:27]=[CH:28][N:29]=2)[CH:21]=[N:20]1)[CH2:3][N:4]1[CH2:5][CH2:6][N:7]([S:10]([C:13]2[CH:17]=[CH:16][N:15]([CH3:18])[N:14]=2)(=[O:12])=[O:11])[CH2:8][CH2:9]1. The yield is 0.841. (2) The product is [O:49]=[C:29]1[C:28]([CH2:27][C:24]2[CH:25]=[CH:26][C:21]([C:16]3[CH:17]=[CH:18][CH:19]=[CH:20][C:15]=3[C:13]3[NH:3][C:4](=[O:7])[O:5][N:14]=3)=[CH:22][CH:23]=2)=[C:33]([CH2:34][CH2:35][CH3:36])[N:32]2[N:37]=[CH:38][N:39]=[C:31]2[N:30]1[C@H:40]1[CH2:45][CH2:44][C@H:43]([C:46]([NH2:48])=[O:47])[CH2:42][CH2:41]1. The catalyst is C(OCC)(=O)C. The yield is 0.820. The reactants are [Cl-].O[NH3+:3].[C:4](=[O:7])([O-])[OH:5].[Na+].CS(C)=O.[C:13]([C:15]1[CH:20]=[CH:19][CH:18]=[CH:17][C:16]=1[C:21]1[CH:26]=[CH:25][C:24]([CH2:27][C:28]2[C:29](=[O:49])[N:30]([C@H:40]3[CH2:45][CH2:44][C@H:43]([C:46]([NH2:48])=[O:47])[CH2:42][CH2:41]3)[C:31]3[N:32]([N:37]=[CH:38][N:39]=3)[C:33]=2[CH2:34][CH2:35][CH3:36])=[CH:23][CH:22]=1)#[N:14]. (3) The reactants are [CH3:1][O:2][C:3]([C:5]1[CH:6]=[C:7]([CH:11]=[CH:12][CH:13]=1)[C:8]([OH:10])=O)=[O:4].ON1C2C=CC=CC=2N=N1.Cl.C(N=C=NCCCN(C)C)C.[CH3:36][CH:37]([CH3:46])[C:38]([N:40]1[CH2:45][CH2:44][NH:43][CH2:42][CH2:41]1)=[O:39]. The catalyst is ClCCl.O.C(N(CC)CC)C. The product is [C:38]([N:40]1[CH2:45][CH2:44][N:43]([C:8]([C:7]2[CH:6]=[C:5]([CH:13]=[CH:12][CH:11]=2)[C:3]([O:2][CH3:1])=[O:4])=[O:10])[CH2:42][CH2:41]1)(=[O:39])[CH:37]([CH3:46])[CH3:36]. The yield is 0.940.